Dataset: Full USPTO retrosynthesis dataset with 1.9M reactions from patents (1976-2016). Task: Predict the reactants needed to synthesize the given product. (1) Given the product [Br:10][C:11]1[CH:12]=[C:13]2[C:18](=[CH:19][CH:20]=1)[C:17](=[O:21])[NH:16][C:15](=[O:22])/[C:14]/2=[CH:23]\[NH:24][CH2:25][C:26]1[CH:31]=[CH:30][C:29]([O:32][CH2:2][CH3:3])=[C:28]([OH:33])[CH:27]=1, predict the reactants needed to synthesize it. The reactants are: I[CH2:2][CH3:3].C(=O)([O-])[O-].[K+].[K+].[Br:10][C:11]1[CH:12]=[C:13]2[C:18](=[CH:19][CH:20]=1)[C:17](=[O:21])[NH:16][C:15](=[O:22])/[C:14]/2=[CH:23]\[NH:24][CH2:25][C:26]1[CH:31]=[CH:30][C:29]([OH:32])=[C:28]([OH:33])[CH:27]=1. (2) Given the product [Br-:25].[C:19]1([C:12]2([C:10]([O:9][C@@H:3]3[CH:4]4[CH2:7][CH2:8][N+:1]([CH2:26][C:27](=[O:28])[NH:29][C:30]5[CH:35]=[CH:34][CH:33]=[CH:32][N:31]=5)([CH2:6][CH2:5]4)[CH2:2]3)=[O:11])[CH2:18][CH2:17][CH2:16][CH2:15][CH2:14][CH2:13]2)[CH:20]=[CH:21][CH:22]=[CH:23][CH:24]=1, predict the reactants needed to synthesize it. The reactants are: [N:1]12[CH2:8][CH2:7][CH:4]([CH2:5][CH2:6]1)[C@@H:3]([O:9][C:10]([C:12]1([C:19]3[CH:24]=[CH:23][CH:22]=[CH:21][CH:20]=3)[CH2:18][CH2:17][CH2:16][CH2:15][CH2:14][CH2:13]1)=[O:11])[CH2:2]2.[Br:25][CH2:26][C:27]([NH:29][C:30]1[CH:35]=[CH:34][CH:33]=[CH:32][N:31]=1)=[O:28]. (3) Given the product [Cl:1][C:2]1[CH:3]=[C:4]([N:8]([CH2:18][C:19]2[C:28]3[C:23](=[C:24]([F:30])[C:25]([F:29])=[CH:26][CH:27]=3)[NH:22][C:21](=[O:31])[CH:20]=2)[C:9]([C:11]2[N:15]([CH3:16])[N:14]=[CH:13][CH:12]=2)=[O:10])[CH:5]=[CH:6][CH:7]=1, predict the reactants needed to synthesize it. The reactants are: [Cl:1][C:2]1[CH:3]=[C:4]([NH:8][C:9]([C:11]2[N:15]([CH3:16])[N:14]=[CH:13][CH:12]=2)=[O:10])[CH:5]=[CH:6][CH:7]=1.Br[CH2:18][C:19]1[C:28]2[C:23](=[C:24]([F:30])[C:25]([F:29])=[CH:26][CH:27]=2)[NH:22][C:21](=[O:31])[CH:20]=1. (4) Given the product [Cl:9][C:4]1[N:3]=[C:2]([NH:16][CH:10]2[CH2:15][CH2:14][CH2:13][CH2:12][CH2:11]2)[CH:7]=[C:6]([I:8])[CH:5]=1, predict the reactants needed to synthesize it. The reactants are: Cl[C:2]1[CH:7]=[C:6]([I:8])[CH:5]=[C:4]([Cl:9])[N:3]=1.[CH:10]1([NH2:16])[CH2:15][CH2:14][CH2:13][CH2:12][CH2:11]1. (5) The reactants are: S(Cl)([Cl:3])=O.[NH2:5][CH:6]([C:10]1[CH:15]=[CH:14][C:13]([O:16][C:17]([F:20])([F:19])[F:18])=[CH:12][CH:11]=1)[C:7]([OH:9])=[O:8].[CH3:21]O. Given the product [ClH:3].[NH2:5][CH:6]([C:10]1[CH:11]=[CH:12][C:13]([O:16][C:17]([F:18])([F:19])[F:20])=[CH:14][CH:15]=1)[C:7]([O:9][CH3:21])=[O:8], predict the reactants needed to synthesize it. (6) The reactants are: [Cl:1][C:2]1[N:3]=[CH:4][C:5]([I:12])=[C:6]2[C:10]([CH3:11])=[CH:9][NH:8][C:7]=12.[H-].[Na+].[C:15](O[C:15]([O:17][C:18]([CH3:21])([CH3:20])[CH3:19])=[O:16])([O:17][C:18]([CH3:21])([CH3:20])[CH3:19])=[O:16]. Given the product [C:18]([O:17][C:15]([N:8]1[C:7]2=[C:2]([Cl:1])[N:3]=[CH:4][C:5]([I:12])=[C:6]2[C:10]([CH3:11])=[CH:9]1)=[O:16])([CH3:21])([CH3:20])[CH3:19], predict the reactants needed to synthesize it.